This data is from Catalyst prediction with 721,799 reactions and 888 catalyst types from USPTO. The task is: Predict which catalyst facilitates the given reaction. (1) The catalyst class is: 15. Product: [F:16][C:14]1[C:13]([F:17])=[CH:12][C:3]([C:4]([NH:6][C:7]([CH3:11])([C:9]#[CH:10])[CH3:8])=[O:5])=[C:2]([NH:1][CH2:22][CH2:23][CH3:24])[CH:15]=1. Reactant: [NH2:1][C:2]1[CH:15]=[C:14]([F:16])[C:13]([F:17])=[CH:12][C:3]=1[C:4]([NH:6][C:7]([CH3:11])([C:9]#[CH:10])[CH3:8])=[O:5].ClCCCl.[CH:22](=O)[CH2:23][CH3:24].C(O[BH-](OC(=O)C)OC(=O)C)(=O)C.[Na+]. (2) Reactant: C(OC(=O)[NH:7][C:8]([CH2:32][OH:33])([CH2:30][OH:31])[CH2:9][CH2:10][C:11]1[CH:16]=[CH:15][C:14]([O:17][CH2:18][CH2:19][CH2:20][CH2:21][CH2:22][CH2:23][CH2:24][CH3:25])=[C:13]([C:26]([F:29])([F:28])[F:27])[CH:12]=1)(C)(C)C.O1CCOCC1.[ClH:41]. Product: [ClH:41].[NH2:7][C:8]([CH2:9][CH2:10][C:11]1[CH:16]=[CH:15][C:14]([O:17][CH2:18][CH2:19][CH2:20][CH2:21][CH2:22][CH2:23][CH2:24][CH3:25])=[C:13]([C:26]([F:27])([F:28])[F:29])[CH:12]=1)([CH2:30][OH:31])[CH2:32][OH:33]. The catalyst class is: 2.